Dataset: Catalyst prediction with 721,799 reactions and 888 catalyst types from USPTO. Task: Predict which catalyst facilitates the given reaction. Reactant: [C:1]1([CH:7]([CH2:20][N:21]2CCCC2)[CH2:8][N:9]2[C:17](=O)[C:16]3[C:11](=CC=CC=3)[C:10]2=O)[CH:6]=[CH:5][CH:4]=[CH:3][CH:2]=1.O.NN. Product: [C:1]1([CH:7]([CH2:8][N:9]2[CH2:17][CH2:16][CH2:11][CH2:10]2)[CH2:20][NH2:21])[CH:2]=[CH:3][CH:4]=[CH:5][CH:6]=1. The catalyst class is: 8.